From a dataset of Forward reaction prediction with 1.9M reactions from USPTO patents (1976-2016). Predict the product of the given reaction. (1) Given the reactants ClC1C(F)=CC=C(Cl)C=1C(OC1[C:14](N)=[N:15][CH:16]=C(B2OC(C)(C)C(C)(C)O2)C=1)C.[NH2:29][C:30]1[N:35]=[CH:34][C:33]([C:36]2[CH:37]=[N:38][N:39]([CH2:41][CH:42]3CC3C(N(C)C)=O)[CH:40]=2)=[CH:32][C:31]=1[O:50][CH:51]([C:53]1[C:58]([Cl:59])=[CH:57][CH:56]=[C:55]([F:60])[C:54]=1[Cl:61])[CH3:52], predict the reaction product. The product is: [Cl:61][C:54]1[C:55]([F:60])=[CH:56][CH:57]=[C:58]([Cl:59])[C:53]=1[CH:51]([O:50][C:31]1[C:30]([NH2:29])=[N:35][CH:34]=[C:33]([C:36]2[CH:37]=[N:38][N:39]([C@H:41]3[CH2:42][CH2:16][NH:15][CH2:14]3)[CH:40]=2)[CH:32]=1)[CH3:52]. (2) Given the reactants [Cl:1][C:2]1[C:7](=[O:8])[N:6]([CH2:9][C:10]([NH:12][CH2:13][C:14]2[CH:19]=[CH:18][N:17]=[CH:16][CH:15]=2)=[O:11])[N:5]=[C:4]([O:20]COCC[Si](C)(C)C)[C:3]=1[NH:29][C@@H:30]1[CH2:35][C@@H:34]2[CH2:36][C@@H:32]([C:33]2([CH3:38])[CH3:37])[C@H:31]1[CH3:39].Cl.CO, predict the reaction product. The product is: [ClH:1].[Cl:1][C:2]1[C:7](=[O:8])[N:6]([CH2:9][C:10]([NH:12][CH2:13][C:14]2[CH:15]=[CH:16][N:17]=[CH:18][CH:19]=2)=[O:11])[N:5]=[C:4]([OH:20])[C:3]=1[NH:29][C@@H:30]1[CH2:35][C@@H:34]2[CH2:36][C@@H:32]([C:33]2([CH3:38])[CH3:37])[C@H:31]1[CH3:39]. (3) The product is: [CH3:1][O:2][C:3](=[O:28])[CH2:4][O:5][CH2:6][C:7]#[C:8][CH2:9][N:10]1[C@@H:15]([CH2:16][CH2:17][C:18](=[O:26])[CH2:19][C:20]2[CH:25]=[CH:24][CH:23]=[CH:22][CH:21]=2)[CH2:14][CH2:13][CH2:12][C:11]1=[O:27]. Given the reactants [CH3:1][O:2][C:3](=[O:28])[CH2:4][O:5][CH2:6][C:7]#[C:8][CH2:9][N:10]1[C@@H:15](/[CH:16]=[CH:17]/[C:18](=[O:26])[CH2:19][C:20]2[CH:25]=[CH:24][CH:23]=[CH:22][CH:21]=2)[CH2:14][CH2:13][CH2:12][C:11]1=[O:27], predict the reaction product. (4) Given the reactants [C:1](Cl)(Cl)=[O:2].[OH:5][C:6]1[N:11]=[CH:10][C:9]([NH:12][C:13](=[O:20])[C:14]2[CH:19]=[CH:18][CH:17]=[CH:16][CH:15]=2)=[CH:8][CH:7]=1.C(N(CC)CC)C.N12CCN(CC1)CC2.[N:36]1[CH:41]=[CH:40][CH:39]=[CH:38][C:37]=1[N:42]1[CH2:47][CH2:46][NH:45][CH2:44][CH2:43]1, predict the reaction product. The product is: [C:13]([NH:12][C:9]1[CH:8]=[CH:7][C:6]([O:5][C:1]([N:45]2[CH2:46][CH2:47][N:42]([C:37]3[CH:38]=[CH:39][CH:40]=[CH:41][N:36]=3)[CH2:43][CH2:44]2)=[O:2])=[N:11][CH:10]=1)(=[O:20])[C:14]1[CH:19]=[CH:18][CH:17]=[CH:16][CH:15]=1. (5) Given the reactants C(OC([N:8]1[CH2:21][CH2:20][C:11]2[NH:12][C:13](=[O:19])[N:14]([O:17][CH3:18])[C:15](=[O:16])[C:10]=2[CH2:9]1)=O)(C)(C)C.[ClH:22], predict the reaction product. The product is: [ClH:22].[CH3:18][O:17][N:14]1[C:15](=[O:16])[C:10]2[CH2:9][NH:8][CH2:21][CH2:20][C:11]=2[NH:12][C:13]1=[O:19]. (6) The product is: [CH2:34]([N:22]1[CH:23]=[C:24]([C:26]2[CH:31]=[CH:30][C:29]([Cl:32])=[CH:28][C:27]=2[Cl:33])[N:25]=[C:21]1[C@@H:20]([NH:38][C:46](=[O:47])[CH2:45][CH:40]1[CH2:44][CH2:43][CH2:42][CH2:41]1)[CH2:19][C:16]1[CH:15]=[CH:14][C:13]([O:12][CH2:11][C:8]2[CH:9]=[CH:10][C:5]([C:4]([OH:3])=[O:39])=[CH:6][CH:7]=2)=[CH:18][CH:17]=1)[CH2:35][CH2:36][CH3:37]. Given the reactants Cl.C[O:3][C:4](=[O:39])[C:5]1[CH:10]=[CH:9][C:8]([CH2:11][O:12][C:13]2[CH:18]=[CH:17][C:16]([CH2:19][C@H:20]([NH2:38])[C:21]3[N:22]([CH2:34][CH2:35][CH2:36][CH3:37])[CH:23]=[C:24]([C:26]4[CH:31]=[CH:30][C:29]([Cl:32])=[CH:28][C:27]=4[Cl:33])[N:25]=3)=[CH:15][CH:14]=2)=[CH:7][CH:6]=1.[CH:40]1([CH2:45][C:46](O)=[O:47])[CH2:44][CH2:43][CH2:42][CH2:41]1, predict the reaction product.